Dataset: Catalyst prediction with 721,799 reactions and 888 catalyst types from USPTO. Task: Predict which catalyst facilitates the given reaction. (1) Reactant: [CH2:1]([NH:3][C:4](=[O:30])[NH:5][C:6]1[S:7][C:8]2[C:14]([C:15]3[CH:20]=[C:19]([CH3:21])[CH:18]=[CH:17][N:16]=3)=[CH:13][C:12](OS(C(F)(F)F)(=O)=O)=[CH:11][C:9]=2[N:10]=1)[CH3:2].[N:31]1[CH:36]=[CH:35][CH:34]=[C:33](B(O)O)[CH:32]=1.[O-]P([O-])([O-])=O.[K+].[K+].[K+].O1CCOCC1. Product: [CH2:1]([NH:3][C:4]([NH:5][C:6]1[S:7][C:8]2[C:14]([C:15]3[CH:20]=[C:19]([CH3:21])[CH:18]=[CH:17][N:16]=3)=[CH:13][C:12]([C:33]3[CH:32]=[N:31][CH:36]=[CH:35][CH:34]=3)=[CH:11][C:9]=2[N:10]=1)=[O:30])[CH3:2]. The catalyst class is: 5. (2) Reactant: C(OC([NH:8][C:9](=[N:64]C(OC(C)(C)C)=O)[NH:10][C:11]1[CH:63]=[CH:62][C:14]([C:15]([O:17][C:18]2[CH:23]=[CH:22][C:21]([CH2:24][C:25]([NH:27][C@H:28]([C:54]([O:56]C(C)(C)C)=[O:55])[CH2:29][C:30]3[N:34]=[CH:33][N:32](C(C4C=CC=CC=4)(C4C=CC=CC=4)C4C=CC=CC=4)[CH:31]=3)=[O:26])=[C:20]([Cl:61])[CH:19]=2)=[O:16])=[CH:13][CH:12]=1)=O)(C)(C)C.FC(F)(F)C(O)=O. Product: [NH:10]([C:11]1[CH:63]=[CH:62][C:14]([C:15]([O:17][C:18]2[CH:23]=[CH:22][C:21]([CH2:24][C:25]([NH:27][C@H:28]([C:54]([OH:56])=[O:55])[CH2:29][C:30]3[N:34]=[CH:33][NH:32][CH:31]=3)=[O:26])=[C:20]([Cl:61])[CH:19]=2)=[O:16])=[CH:13][CH:12]=1)[C:9]([NH2:64])=[NH:8]. The catalyst class is: 4. (3) Product: [F:36][C:11]1[CH:10]=[C:9]([O:8][C:6]2[CH:5]=[CH:4][N:3]=[C:2]([NH:43][C:37](=[O:42])[C:38]([CH3:41])([CH3:40])[CH3:39])[CH:7]=2)[C:14]([F:15])=[CH:13][C:12]=1[NH:16][C:17]([C:19]1[C:20](=[O:35])[N:21]([C:28]2[CH:33]=[CH:32][C:31]([F:34])=[CH:30][CH:29]=2)[CH:22]=[CH:23][C:24]=1[O:25][CH2:26][CH3:27])=[O:18]. The catalyst class is: 62. Reactant: Cl[C:2]1[CH:7]=[C:6]([O:8][C:9]2[C:14]([F:15])=[CH:13][C:12]([NH:16][C:17]([C:19]3[C:20](=[O:35])[N:21]([C:28]4[CH:33]=[CH:32][C:31]([F:34])=[CH:30][CH:29]=4)[CH:22]=[CH:23][C:24]=3[O:25][CH2:26][CH3:27])=[O:18])=[C:11]([F:36])[CH:10]=2)[CH:5]=[CH:4][N:3]=1.[C:37]([NH2:43])(=[O:42])[C:38]([CH3:41])([CH3:40])[CH3:39].CC1(C)C2C(=C(P(C3C=CC=CC=3)C3C=CC=CC=3)C=CC=2)OC2C(P(C3C=CC=CC=3)C3C=CC=CC=3)=CC=CC1=2.C([O-])([O-])=O.[Cs+].[Cs+]. (4) Reactant: [Br:1][CH2:2][C:3]1[S:7][C:6]([CH2:8][OH:9])=[C:5]([O:10][CH3:11])[CH:4]=1.N1C=CN=C1.[C:17]([Si:21](Cl)([CH3:23])[CH3:22])([CH3:20])([CH3:19])[CH3:18]. Product: [Br:1][CH2:2][C:3]1[S:7][C:6]([CH2:8][O:9][Si:21]([C:17]([CH3:20])([CH3:19])[CH3:18])([CH3:23])[CH3:22])=[C:5]([O:10][CH3:11])[CH:4]=1. The catalyst class is: 4. (5) Reactant: [Cl:1][C:2]1[CH:3]=[C:4]2[C:9](=[CH:10][C:11]=1[OH:12])[O:8][CH:7]=[C:6]([C:13]1[CH:14]=[C:15]([C:19]3[CH:24]=[CH:23][C:22]([O:25][CH3:26])=[C:21]([O:27][CH3:28])[CH:20]=3)[CH:16]=[CH:17][CH:18]=1)[C:5]2=O.O.[NH2:31][NH2:32]. Product: [Cl:1][C:2]1[CH:3]=[C:4]([C:5]2[C:6]([C:13]3[CH:14]=[C:15]([C:19]4[CH:24]=[CH:23][C:22]([O:25][CH3:26])=[C:21]([O:27][CH3:28])[CH:20]=4)[CH:16]=[CH:17][CH:18]=3)=[CH:7][NH:32][N:31]=2)[C:9]([OH:8])=[CH:10][C:11]=1[OH:12]. The catalyst class is: 8. (6) Reactant: [F:1][C:2]([F:25])([F:24])[C:3]1[N:4]=[CH:5][C:6]([NH:9][C@@H:10]2[CH2:15][C@@H:14]3[N:16](C(OC(C)(C)C)=O)[C@H:11]2[CH2:12][CH2:13]3)=[N:7][CH:8]=1.Cl.C(OC(C)C)(=O)C.C(=O)([O-])[O-].[Na+].[Na+]. The catalyst class is: 41. Product: [F:25][C:2]([F:1])([F:24])[C:3]1[N:4]=[CH:5][C:6]([NH:9][C@@H:10]2[CH2:15][C@@H:14]3[NH:16][C@H:11]2[CH2:12][CH2:13]3)=[N:7][CH:8]=1. (7) Reactant: [OH:1][C:2]1[C:7]([CH3:8])=[CH:6][CH:5]=[CH:4][N:3]=1.CC(C)([O-])C.[K+].[Cl:15][C:16]1[CH:21]=[C:20](F)[C:19]([CH3:23])=[CH:18][C:17]=1[N+:24]([O-:26])=[O:25].O. Product: [Cl:15][C:16]1[C:17]([N+:24]([O-:26])=[O:25])=[CH:18][C:19]([CH3:23])=[C:20]([N:3]2[CH:4]=[CH:5][CH:6]=[C:7]([CH3:8])[C:2]2=[O:1])[CH:21]=1. The catalyst class is: 3. (8) Reactant: Br[C:2]1[C:7]([Br:8])=[CH:6][CH:5]=[CH:4][N:3]=1.[NH:9]1[CH2:19][CH2:18][CH:12]([C:13]([O:15][CH2:16][CH3:17])=[O:14])[CH2:11][CH2:10]1.C(N(CC)CC)C. Product: [Br:8][C:7]1[C:2]([N:9]2[CH2:19][CH2:18][CH:12]([C:13]([O:15][CH2:16][CH3:17])=[O:14])[CH2:11][CH2:10]2)=[N:3][CH:4]=[CH:5][CH:6]=1. The catalyst class is: 10.